This data is from Catalyst prediction with 721,799 reactions and 888 catalyst types from USPTO. The task is: Predict which catalyst facilitates the given reaction. Product: [CH3:22][N:21]([CH3:23])[C:18]1[N:17]=[C:16]2[N:12]([CH:9]3[CH2:10][CH2:11][NH:6][CH2:7][CH2:8]3)[C:13](=[O:25])[N:14]([CH3:24])[C:15]2=[CH:20][CH:19]=1. Reactant: C(OC([N:6]1[CH2:11][CH2:10][CH:9]([N:12]2[C:16]3=[N:17][C:18]([N:21]([CH3:23])[CH3:22])=[CH:19][CH:20]=[C:15]3[N:14]([CH3:24])[C:13]2=[O:25])[CH2:8][CH2:7]1)=O)C. The catalyst class is: 6.